Dataset: Catalyst prediction with 721,799 reactions and 888 catalyst types from USPTO. Task: Predict which catalyst facilitates the given reaction. (1) Reactant: [OH:1][C:2]1[CH:3]=[C:4]([CH:8]=[CH:9][C:10]=1[O:11][CH3:12])[C:5]([OH:7])=[O:6].O.[C:14]1(C)C=CC(S(O)(=O)=O)=C[CH:15]=1. Product: [OH:1][C:2]1[CH:3]=[C:4]([CH:8]=[CH:9][C:10]=1[O:11][CH3:12])[C:5]([O:7][CH2:14][CH3:15])=[O:6]. The catalyst class is: 8. (2) Reactant: [CH3:13][C:12]([O:11][C:9](O[C:9]([O:11][C:12]([CH3:15])([CH3:14])[CH3:13])=[O:10])=[O:10])([CH3:15])[CH3:14].[N:16]1([CH2:22][C:23]([O:25][CH2:26][CH3:27])=[O:24])[CH2:21][CH2:20][NH:19][CH2:18][CH2:17]1. Product: [C:9]([N:19]1[CH2:18][CH2:17][N:16]([CH2:22][C:23]([O:25][CH2:26][CH3:27])=[O:24])[CH2:21][CH2:20]1)([O:11][C:12]([CH3:13])([CH3:14])[CH3:15])=[O:10]. The catalyst class is: 2. (3) Reactant: [Cl-].[NH4+].[CH3:3][C:4]1[CH:5]=[C:6]([C:13]2[CH:14]=[N:15][N:16]([CH2:18][C:19]([CH3:21])=[CH2:20])[CH:17]=2)[CH:7]=[C:8]([N+:10]([O-])=O)[CH:9]=1. Product: [CH3:3][C:4]1[CH:9]=[C:8]([CH:7]=[C:6]([C:13]2[CH:14]=[N:15][N:16]([CH2:18][C:19]([CH3:21])=[CH2:20])[CH:17]=2)[CH:5]=1)[NH2:10]. The catalyst class is: 190. (4) Reactant: C([O:5][C:6](=[O:45])[C:7]([O:10]/[N:11]=[C:12](/[C:32]1[N:33]=[C:34]([NH:37]C(OC(C)(C)C)=O)[S:35][CH:36]=1)\[C:13]([NH:15][C@@H:16]1[C:19](=[O:20])[N:18]([S:21]([OH:24])(=[O:23])=[O:22])[C@@H:17]1[CH2:25][N:26]1[N:30]=[N:29][C:28]([CH3:31])=[N:27]1)=[O:14])([CH3:9])[CH3:8])(C)(C)C.C(O)(C(F)(F)F)=O. Product: [NH2:37][C:34]1[S:35][CH:36]=[C:32](/[C:12](=[N:11]/[O:10][C:7]([CH3:9])([CH3:8])[C:6]([OH:45])=[O:5])/[C:13]([NH:15][C@@H:16]2[C:19](=[O:20])[N:18]([S:21]([OH:24])(=[O:22])=[O:23])[C@@H:17]2[CH2:25][N:26]2[N:30]=[N:29][C:28]([CH3:31])=[N:27]2)=[O:14])[N:33]=1. The catalyst class is: 2. (5) The catalyst class is: 2. Product: [CH3:25][S:26]([O:1][C@H:2]1[CH2:6][N:5]([C:7]([O:9][C:10]([CH3:11])([CH3:12])[CH3:13])=[O:8])[C@H:4]([C:14]([O:16][CH3:17])=[O:15])[CH2:3]1)(=[O:28])=[O:27]. Reactant: [OH:1][C@H:2]1[CH2:6][N:5]([C:7]([O:9][C:10]([CH3:13])([CH3:12])[CH3:11])=[O:8])[C@H:4]([C:14]([O:16][CH3:17])=[O:15])[CH2:3]1.C(N(CC)CC)C.[CH3:25][S:26](Cl)(=[O:28])=[O:27]. (6) Reactant: [F:1][C:2]([F:8])([F:7])[S:3]([O-:6])(=[O:5])=[O:4].[OH:9][C@@H:10]([C@H:12]1[C:50](=[O:51])[N:14]2[C:15]([C:37]([O:39][CH2:40][C:41]3[CH:46]=[CH:45][C:44]([N+:47]([O-:49])=[O:48])=[CH:43][CH:42]=3)=[O:38])=[C:16]([C:19]3[S:23][C:22]4=[C:24]([S:35][CH3:36])[N:25]([CH2:27][CH2:28][C:29]5[CH:34]=[CH:33][CH:32]=[CH:31][N:30]=5)[CH:26]=[N+:21]4[CH:20]=3)[C@H:17]([CH3:18])[C@H:13]12)[CH3:11].[I:52]C. Product: [I-:52].[F:1][C:2]([F:8])([F:7])[S:3]([O-:6])(=[O:5])=[O:4].[OH:9][C@@H:10]([C@H:12]1[C:50](=[O:51])[N:14]2[C:15]([C:37]([O:39][CH2:40][C:41]3[CH:42]=[CH:43][C:44]([N+:47]([O-:49])=[O:48])=[CH:45][CH:46]=3)=[O:38])=[C:16]([C:19]3[S:23][C:22]4=[C:24]([S:35][CH3:36])[N:25]([CH2:27][CH2:28][C:29]5[CH:34]=[CH:33][CH:32]=[CH:31][N+:30]=5[CH3:2])[CH:26]=[N+:21]4[CH:20]=3)[C@H:17]([CH3:18])[C@H:13]12)[CH3:11]. The catalyst class is: 10.